Dataset: Catalyst prediction with 721,799 reactions and 888 catalyst types from USPTO. Task: Predict which catalyst facilitates the given reaction. (1) Reactant: C(O[C:4]([C:6]1[N:7]=[C:8]([C:27]#[N:28])[C:9]2[C:14]([C:15]=1[OH:16])=[CH:13][CH:12]=[C:11]([NH:17][C:18](=[O:26])[C:19]1[CH:24]=[CH:23][C:22]([F:25])=[CH:21][CH:20]=1)[CH:10]=2)=[O:5])C.[CH2:29]([O:31][C:32](=[O:38])[C:33]([CH3:37])([CH3:36])[CH2:34][NH2:35])[CH3:30]. Product: [CH2:29]([O:31][C:32](=[O:38])[C:33]([CH3:37])([CH3:36])[CH2:34][NH:35][C:4]([C:6]1[N:7]=[C:8]([C:27]#[N:28])[C:9]2[C:14]([C:15]=1[OH:16])=[CH:13][CH:12]=[C:11]([NH:17][C:18](=[O:26])[C:19]1[CH:20]=[CH:21][C:22]([F:25])=[CH:23][CH:24]=1)[CH:10]=2)=[O:5])[CH3:30]. The catalyst class is: 8. (2) Reactant: [F:1][C:2]1[CH:3]=[N:4][C:5]2[CH:6]=[CH:7][C:8](=[O:32])[N:9]3[C@H:14]([CH2:15][N:16]4[CH2:21][CH2:20][CH:19]([OH:22])[CH:18]([CH2:23][NH:24]C(=O)OC(C)(C)C)[CH2:17]4)[CH2:13][O:12][C:11]=1[C:10]=23.FC(F)(F)C(O)=O. Product: [NH2:24][CH2:23][CH:18]1[CH:19]([OH:22])[CH2:20][CH2:21][N:16]([CH2:15][C@H:14]2[N:9]3[C:10]4[C:11](=[C:2]([F:1])[CH:3]=[N:4][C:5]=4[CH:6]=[CH:7][C:8]3=[O:32])[O:12][CH2:13]2)[CH2:17]1. The catalyst class is: 2. (3) Reactant: Br.Br.N1CC(N[C:8]2[C:13](=[O:14])[NH:12][CH:11]=[C:10]([C:15]3[CH:20]=[CH:19][N:18]=[C:17](NC)[CH:16]=3)[CH:9]=2)C1.C(O)(=O)/C=C/CC.CN(C(ON1N=NC2C=CC=NC1=2)=[N+](C)C)C.F[P-](F)(F)(F)(F)F.CCN(C(C)C)C(C)C. Product: [NH:12]1[C:13](=[O:14])[CH:8]=[CH:9][C:10]([C:15]2[CH:20]=[CH:19][N:18]=[CH:17][CH:16]=2)=[CH:11]1. The catalyst class is: 3. (4) Reactant: CN(C=O)C.[CH3:6][C:7]1[S:25][C:10]2[N:11]=[C:12]([O:19][CH2:20][C:21]([F:24])([F:23])[F:22])[N:13]=[C:14](S(C)(=O)=O)[C:9]=2[CH:8]=1.C(=O)([O-])[O-].[K+].[K+].[F:32][C:33]([F:42])([F:41])[C:34]1[CH:35]=[C:36]([OH:40])[CH:37]=[CH:38][CH:39]=1. Product: [CH3:6][C:7]1[S:25][C:10]2[N:11]=[C:12]([O:19][CH2:20][C:21]([F:24])([F:23])[F:22])[N:13]=[C:14]([O:40][C:36]3[CH:37]=[CH:38][CH:39]=[C:34]([C:33]([F:32])([F:41])[F:42])[CH:35]=3)[C:9]=2[CH:8]=1. The catalyst class is: 6. (5) Reactant: I[C:2]1[CH:3]=[CH:4][C:5]2[N:6]([C:8]([C:11]3[CH:16]=[CH:15][CH:14]=[C:13]([O:17][CH2:18][CH2:19][N:20]4[CH2:25][CH2:24][O:23][CH2:22][CH2:21]4)[CH:12]=3)=[N:9][N:10]=2)[CH:7]=1.C([Mg]Cl)(C)C.CCOCC.[N+:36]([C:39]1[CH:40]=[CH:41][C:42]([S:45][S:45][C:42]2[CH:41]=[CH:40][C:39]([N+:36]([O-:38])=[O:37])=[CH:44][N:43]=2)=[N:43][CH:44]=1)([O-:38])=[O:37]. Product: [N:20]1([CH2:19][CH2:18][O:17][C:13]2[CH:12]=[C:11]([C:8]3[N:6]4[CH:7]=[C:2]([S:45][C:42]5[CH:41]=[CH:40][C:39]([N+:36]([O-:38])=[O:37])=[CH:44][N:43]=5)[CH:3]=[CH:4][C:5]4=[N:10][N:9]=3)[CH:16]=[CH:15][CH:14]=2)[CH2:25][CH2:24][O:23][CH2:22][CH2:21]1. The catalyst class is: 49.